This data is from Catalyst prediction with 721,799 reactions and 888 catalyst types from USPTO. The task is: Predict which catalyst facilitates the given reaction. (1) Reactant: C1(C(N[NH:10][CH2:11][C:12]2[C:17]([C:18]3[CH:23]=[CH:22][CH:21]=[CH:20][CH:19]=3)=[CH:16][CH:15]=[CH:14][CH:13]=2)C)C=CC=CC=1.[C:24](Cl)(Cl)=[O:25].[C:28]1(C)[CH:33]=[CH:32][CH:31]=[CH:30][CH:29]=1.C([N:37]([CH2:40][CH3:41])CC)C. Product: [C:28]1([CH:40]([N:37]2[C:13]3[C:12](=[C:17]([C:18]4[CH:19]=[CH:20][CH:21]=[CH:22][CH:23]=4)[CH:16]=[CH:15][CH:14]=3)[CH2:11][NH:10][C:24]2=[O:25])[CH3:41])[CH:33]=[CH:32][CH:31]=[CH:30][CH:29]=1. The catalyst class is: 2. (2) Reactant: Br[CH2:2][C:3]1[CH:11]=[CH:10][C:6]([C:7]([OH:9])=[O:8])=[CH:5][CH:4]=1.[S-:12][C:13]1[CH:18]=[CH:17][CH:16]=[CH:15][CH:14]=1.[Na+].Cl. Product: [C:13]1([S:12][CH2:2][C:3]2[CH:11]=[CH:10][C:6]([C:7]([OH:9])=[O:8])=[CH:5][CH:4]=2)[CH:18]=[CH:17][CH:16]=[CH:15][CH:14]=1. The catalyst class is: 8. (3) Reactant: [F:1][C:2]1[CH:3]=[C:4]([NH:9][C@H:10]2[CH2:13][C@H:12]([O:14][CH3:15])[CH2:11]2)[C:5]([NH2:8])=[CH:6][CH:7]=1.[C:16]([O:20][C:21]([NH:23][C@@H:24]([CH3:28])[C:25](O)=O)=[O:22])([CH3:19])([CH3:18])[CH3:17].C1C=NC2N(O)N=NC=2C=1.CCN=C=NCCCN(C)C.Cl. Product: [C:16]([O:20][C:21](=[O:22])[NH:23][C@H:24]([C:25]1[N:9]([C@H:10]2[CH2:11][C@H:12]([O:14][CH3:15])[CH2:13]2)[C:4]2[CH:3]=[C:2]([F:1])[CH:7]=[CH:6][C:5]=2[N:8]=1)[CH3:28])([CH3:19])([CH3:18])[CH3:17]. The catalyst class is: 2. (4) Reactant: [OH:1][C@H:2]1[C@H:6]2[O:7][CH2:8][C@:3]1([CH2:25][OH:26])[O:4][C@H:5]2[N:9]1[CH:17]=[N:16][C:15]2[C:14](=[O:18])[NH:13][C:12]([NH:19][C:20](=[O:24])[CH:21]([CH3:23])[CH3:22])=[N:11][C:10]1=2.[CH3:27][O:28][C:29]1[CH:50]=[CH:49][C:32]([C:33](Cl)([C:42]2[CH:47]=[CH:46][CH:45]=[CH:44][CH:43]=2)[C:34]2[CH:39]=[CH:38][C:37]([O:40][CH3:41])=[CH:36][CH:35]=2)=[CH:31][CH:30]=1. Product: [CH3:41][O:40][C:37]1[CH:36]=[CH:35][C:34]([C:33]([O:26][CH2:25][C@@:3]23[C@@H:2]([OH:1])[C@@H:6]([O:7][CH2:8]2)[C@H:5]([N:9]2[CH:17]=[N:16][C:15]4[C:14](=[O:18])[NH:13][C:12]([NH:19][C:20](=[O:24])[CH:21]([CH3:22])[CH3:23])=[N:11][C:10]2=4)[O:4]3)([C:42]2[CH:43]=[CH:44][CH:45]=[CH:46][CH:47]=2)[C:32]2[CH:49]=[CH:50][C:29]([O:28][CH3:27])=[CH:30][CH:31]=2)=[CH:39][CH:38]=1. The catalyst class is: 17. (5) Reactant: Br[C:2]1[CH:7]=[C:6]([C:8]([F:11])([F:10])[F:9])[CH:5]=[CH:4][C:3]=1[O:12][CH2:13][CH3:14].C([Mg]Cl)(C)C.[C:20](=[O:22])=[O:21]. Product: [CH2:13]([O:12][C:3]1[CH:4]=[CH:5][C:6]([C:8]([F:11])([F:10])[F:9])=[CH:7][C:2]=1[C:20]([OH:22])=[O:21])[CH3:14]. The catalyst class is: 56. (6) Reactant: [H-].C([Al+]CC(C)C)C(C)C.CCCCCC.[CH:17]1([CH:22]=[CH:23][CH:24]([CH3:31])[CH2:25][C:26](OCC)=[O:27])[CH2:21][CH2:20][CH2:19][CH2:18]1. Product: [CH:17]1([CH:22]=[CH:23][CH:24]([CH3:31])[CH2:25][CH:26]=[O:27])[CH2:21][CH2:20][CH2:19][CH2:18]1. The catalyst class is: 8. (7) Reactant: [CH3:1][C:2]1[C:7]([CH3:8])=[C:6]([O:9][CH2:10][C:11]2[C:19]3[O:18][C:17]([CH3:20])=[CH:16][C:15]=3[CH:14]=[C:13]([C:21]#[C:22][CH2:23][S:24][CH3:25])[CH:12]=2)[CH:5]=[CH:4][C:3]=1[CH2:26][CH2:27][C:28]([O:30]CC)=[O:29].[Li+].[OH-].Cl. Product: [CH3:1][C:2]1[C:7]([CH3:8])=[C:6]([O:9][CH2:10][C:11]2[C:19]3[O:18][C:17]([CH3:20])=[CH:16][C:15]=3[CH:14]=[C:13]([C:21]#[C:22][CH2:23][S:24][CH3:25])[CH:12]=2)[CH:5]=[CH:4][C:3]=1[CH2:26][CH2:27][C:28]([OH:30])=[O:29]. The catalyst class is: 30. (8) Reactant: [OH:1][C:2]1[CH:3]=[C:4]2[C:9](=[CH:10][C:11]=1[CH3:12])[C:8](=[O:13])[CH2:7][CH2:6][C:5]2([CH3:15])[CH3:14].N1C=CN=C1.[Si:21](Cl)([C:24]([CH3:27])([CH3:26])[CH3:25])([CH3:23])[CH3:22].O. Product: [C:24]([Si:21]([CH3:23])([CH3:22])[O:1][C:2]1[CH:3]=[C:4]2[C:9](=[CH:10][C:11]=1[CH3:12])[C:8](=[O:13])[CH2:7][CH2:6][C:5]2([CH3:15])[CH3:14])([CH3:27])([CH3:26])[CH3:25]. The catalyst class is: 9. (9) Reactant: [F:1][C:2]1[CH:3]=[C:4]([CH2:12][C:13](O)=[O:14])[CH:5]=[C:6]([F:11])[C:7]=1[N+:8]([O-:10])=[O:9]. Product: [F:1][C:2]1[CH:3]=[C:4]([CH2:12][CH2:13][OH:14])[CH:5]=[C:6]([F:11])[C:7]=1[N+:8]([O-:10])=[O:9]. The catalyst class is: 1.